This data is from Forward reaction prediction with 1.9M reactions from USPTO patents (1976-2016). The task is: Predict the product of the given reaction. (1) Given the reactants [NH:1]1[C:9]2[C:4](=[CH:5][CH:6]=[CH:7][CH:8]=2)[C:3]2([CH:13](B(O)O)CC[CH2:10]2)[C:2]1=[O:17].[C:18](=[O:21])([O-])[O-].[Na+].[Na+].[OH-].[Na+], predict the reaction product. The product is: [CH3:13][C:3]1([CH3:10])[C:4]2[C:9](=[CH:8][CH:7]=[C:6]([C:18]3[O:21][C:3]([C:2]#[N:1])=[CH:4][CH:5]=3)[CH:5]=2)[NH:1][C:2]1=[O:17]. (2) Given the reactants [CH3:1][CH:2]([O:4][C:5]1[CH:12]=[CH:11][C:10]([C:13]2[O:17][N:16]=[C:15]([C:18]3[CH:27]=[CH:26][CH:25]=[C:24]4[C:19]=3[CH2:20][CH2:21][NH:22][CH2:23]4)[N:14]=2)=[CH:9][C:6]=1[C:7]#[N:8])[CH3:3].BrN1C(=O)CCC1=O.[OH-].[Na+], predict the reaction product. The product is: [CH:23]1[C:24]2[C:19](=[C:18]([C:15]3[N:14]=[C:13]([C:10]4[CH:11]=[CH:12][C:5]([O:4][CH:2]([CH3:3])[CH3:1])=[C:6]([CH:9]=4)[C:7]#[N:8])[O:17][N:16]=3)[CH:27]=[CH:26][CH:25]=2)[CH2:20][CH2:21][N:22]=1. (3) Given the reactants [C:1]([O:5][C:6](=[O:41])[CH2:7][CH2:8][S:9][CH2:10][C:11]1[CH:12]=[C:13]([CH:38]=[CH:39][CH:40]=1)[C:14]([NH:16][C:17]1[CH:22]=[CH:21][C:20]([N:23]2[CH2:28][CH2:27][CH2:26][CH2:25][CH2:24]2)=[CH:19][C:18]=1[C:29]1[CH:30]=[C:31]([CH:35]=[CH:36][N:37]=1)[C:32](O)=[O:33])=[O:15])([CH3:4])([CH3:3])[CH3:2].CN(C(ON1N=NC2C=CC=NC1=2)=[N+](C)C)C.F[P-](F)(F)(F)(F)F.C(N(CC)C(C)C)(C)C.[F:75][C:76]([F:86])([F:85])[C:77]1[N:82]=[CH:81][C:80]([CH2:83][NH2:84])=[CH:79][CH:78]=1, predict the reaction product. The product is: [F:85][C:76]([F:75])([F:86])[C:77]1[N:82]=[CH:81][C:80]([CH2:83][NH:84][C:32]([C:31]2[CH:35]=[CH:36][N:37]=[C:29]([C:18]3[CH:19]=[C:20]([N:23]4[CH2:24][CH2:25][CH2:26][CH2:27][CH2:28]4)[CH:21]=[CH:22][C:17]=3[NH:16][C:14]([C:13]3[CH:12]=[C:11]([CH:40]=[CH:39][CH:38]=3)[CH2:10][S:9][CH2:8][CH2:7][C:6]([O:5][C:1]([CH3:2])([CH3:4])[CH3:3])=[O:41])=[O:15])[CH:30]=2)=[O:33])=[CH:79][CH:78]=1. (4) Given the reactants [C:1]([O:5][C:6]([NH:8][C@@H:9]([CH2:14][C:15]1[CH:20]=[CH:19][C:18]([OH:21])=[CH:17][CH:16]=1)[C:10]([O:12][CH3:13])=[O:11])=[O:7])([CH3:4])([CH3:3])[CH3:2].[CH3:22][S:23](Cl)(=[O:25])=[O:24], predict the reaction product. The product is: [C:1]([O:5][C:6]([NH:8][C@@H:9]([CH2:14][C:15]1[CH:20]=[CH:19][C:18]([O:21][S:23]([CH3:22])(=[O:25])=[O:24])=[CH:17][CH:16]=1)[C:10]([O:12][CH3:13])=[O:11])=[O:7])([CH3:4])([CH3:2])[CH3:3]. (5) The product is: [Br:1][C:2]1[CH:3]=[C:4]([C:9]([F:12])([F:11])[F:10])[C:5](=[S:22])[NH:6][CH:7]=1. Given the reactants [Br:1][C:2]1[CH:3]=[C:4]([C:9]([F:12])([F:11])[F:10])[C:5](O)=[N:6][CH:7]=1.COC1C=CC(P2(SP(C3C=CC(OC)=CC=3)(=S)S2)=[S:22])=CC=1, predict the reaction product. (6) Given the reactants B.[CH3:2][O:3][P:4]([CH2:8][P:9]([CH2:14][CH2:15][CH2:16][CH2:17][CH2:18][CH2:19][CH2:20][CH2:21][CH2:22][CH:23]=[CH2:24])([O:11][CH2:12][CH3:13])=[O:10])(=[O:7])[O:5][CH3:6].[OH-].[Na+].OO.S(=O)(O)[O-:30].[Na+], predict the reaction product. The product is: [CH3:6][O:5][P:4]([CH2:8][P:9]([CH2:14][CH2:15][CH2:16][CH2:17][CH2:18][CH2:19][CH2:20][CH2:21][CH2:22][CH2:23][CH2:24][OH:30])([O:11][CH2:12][CH3:13])=[O:10])(=[O:7])[O:3][CH3:2].